Task: Predict the reactants needed to synthesize the given product.. Dataset: Full USPTO retrosynthesis dataset with 1.9M reactions from patents (1976-2016) (1) The reactants are: [C:1]([O:5][C:6]([NH:8][CH2:9][C@H:10]([NH:14][C:15](=[O:17])[CH3:16])[C:11]([OH:13])=[O:12])=[O:7])([CH3:4])([CH3:3])[CH3:2].C([O-])(O)=O.[Na+].[CH2:23](Br)[C:24]1[CH:29]=[CH:28][CH:27]=[CH:26][CH:25]=1.CCCCCC.C(OCC)(=O)C. Given the product [CH2:23]([O:12][C:11](=[O:13])[C@@H:10]([NH:14][C:15](=[O:17])[CH3:16])[CH2:9][NH:8][C:6]([O:5][C:1]([CH3:4])([CH3:2])[CH3:3])=[O:7])[C:24]1[CH:29]=[CH:28][CH:27]=[CH:26][CH:25]=1, predict the reactants needed to synthesize it. (2) Given the product [Cl:1][C:2]1[CH:3]=[C:4]([NH:9][C:10]([C:12]2[C:16]([CH2:17][CH2:18][CH2:19][N:20]3[CH2:25][CH2:24][O:23][CH2:22][CH2:21]3)=[N:15][O:14][N:13]=2)=[N:32][OH:33])[CH:5]=[CH:6][C:7]=1[F:8], predict the reactants needed to synthesize it. The reactants are: [Cl:1][C:2]1[CH:3]=[C:4]([NH:9][C:10]([C:12]2[C:16]([CH2:17][CH2:18][CH2:19][N:20]3[CH2:25][CH2:24][O:23][CH2:22][CH2:21]3)=[N:15][O:14][N:13]=2)=O)[CH:5]=[CH:6][C:7]=1[F:8].P(Cl)(Cl)(Cl)(Cl)Cl.[NH2:32][OH:33].